Dataset: Peptide-MHC class I binding affinity with 185,985 pairs from IEDB/IMGT. Task: Regression. Given a peptide amino acid sequence and an MHC pseudo amino acid sequence, predict their binding affinity value. This is MHC class I binding data. The peptide sequence is FAFVTDNTY. The MHC is HLA-B57:01 with pseudo-sequence HLA-B57:01. The binding affinity (normalized) is 0.569.